Dataset: Forward reaction prediction with 1.9M reactions from USPTO patents (1976-2016). Task: Predict the product of the given reaction. (1) Given the reactants Br[C:2]1[CH:7]=[CH:6][C:5]([O:8][CH3:9])=[CH:4][C:3]=1[CH2:10][O:11]C(OCC)C.C([Li])CCC.C[O:23][B:24](OC)OC.Cl, predict the reaction product. The product is: [CH3:9][O:8][C:5]1[CH:6]=[CH:7][C:2]2[B:24]([OH:23])[O:11][CH2:10][C:3]=2[CH:4]=1. (2) The product is: [Cl:1][C:2]1[C:3]2[CH:10]=[C:9]([I:11])[NH:8][C:4]=2[N:5]=[CH:6][N:7]=1. Given the reactants [Cl:1][C:2]1[C:3]2[CH:10]=[C:9]([I:11])[N:8](S(C3C=CC=CC=3)(=O)=O)[C:4]=2[N:5]=[CH:6][N:7]=1.[OH-].[Na+], predict the reaction product. (3) Given the reactants [CH3:1][O:2][C:3](=[O:15])[CH2:4][C:5]1([CH2:11]C(O)=O)[CH2:10][CH2:9][CH2:8][CH2:7][CH2:6]1.[N-:16]=[N+]=[N-].[N-]=C=O, predict the reaction product. The product is: [NH2:16][CH2:11][C:5]1([CH2:4][C:3]([O:2][CH3:1])=[O:15])[CH2:10][CH2:9][CH2:8][CH2:7][CH2:6]1. (4) Given the reactants I[C:2]1[CH:7]=[CH:6][C:5]([I:8])=[CH:4][CH:3]=1.C([Mg]Cl)(C)C.[Li+].[Cl-].C[Si](Cl)(C)C.[C:21]1(=[O:27])[CH2:26][CH2:25][CH2:24][CH:23]=[CH:22]1, predict the reaction product. The product is: [I:8][C:5]1[CH:6]=[CH:7][C:2]([CH:23]2[CH2:24][CH2:25][CH2:26][C:21](=[O:27])[CH2:22]2)=[CH:3][CH:4]=1. (5) Given the reactants [CH3:1][O:2][C:3]1[CH:8]=[CH:7][CH:6]=[CH:5][C:4]=1[C:9]1[C:17]2[C:12](=[N:13][CH:14]=[C:15]([C:18]3[CH:19]=[CH:20][C:21]([NH:29][C:30]4[CH:31]=[N:32][CH:33]=[N:34][CH:35]=4)=[C:22]([CH:28]=3)[C:23]([N:25]([CH3:27])[CH3:26])=[O:24])[CH:16]=2)[N:11](S(C2C=CC(C)=CC=2)(=O)=O)[CH:10]=1.[OH-].[K+].C(O)(=O)CC(CC(O)=O)(C(O)=O)O, predict the reaction product. The product is: [CH3:1][O:2][C:3]1[CH:8]=[CH:7][CH:6]=[CH:5][C:4]=1[C:9]1[C:17]2[C:12](=[N:13][CH:14]=[C:15]([C:18]3[CH:19]=[CH:20][C:21]([NH:29][C:30]4[CH:31]=[N:32][CH:33]=[N:34][CH:35]=4)=[C:22]([CH:28]=3)[C:23]([N:25]([CH3:26])[CH3:27])=[O:24])[CH:16]=2)[NH:11][CH:10]=1. (6) Given the reactants [OH:1][C:2]1[C:3]2[C:22]([CH3:23])=[CH:21][S:20][C:4]=2[N:5]([CH3:19])[C:6](=[O:18])[C:7]=1[C:8]([N:10]([C:12]1[CH:17]=[CH:16][CH:15]=[CH:14][CH:13]=1)[CH3:11])=[O:9].[C:24](Cl)(=[O:29])[C:25]([CH3:28])([CH3:27])[CH3:26].Cl, predict the reaction product. The product is: [CH3:23][C:22]1[C:3]2[C:2]([O:1][C:24](=[O:29])[C:25]([CH3:28])([CH3:27])[CH3:26])=[C:7]([C:8](=[O:9])[N:10]([CH3:11])[C:12]3[CH:17]=[CH:16][CH:15]=[CH:14][CH:13]=3)[C:6](=[O:18])[N:5]([CH3:19])[C:4]=2[S:20][CH:21]=1.